Dataset: Full USPTO retrosynthesis dataset with 1.9M reactions from patents (1976-2016). Task: Predict the reactants needed to synthesize the given product. (1) Given the product [Cl:1][C:2]1[CH:16]=[CH:15][C:5]([CH2:6][N:7]2[C:12](=[O:13])[C:11]([C:28]3[CH:29]=[CH:30][C:25]([O:24][CH2:17][C:18]4[CH:19]=[CH:20][CH:21]=[CH:22][CH:23]=4)=[C:26]([F:34])[CH:27]=3)=[CH:10][N:9]=[CH:8]2)=[CH:4][CH:3]=1, predict the reactants needed to synthesize it. The reactants are: [Cl:1][C:2]1[CH:16]=[CH:15][C:5]([CH2:6][N:7]2[C:12](=[O:13])[C:11](Br)=[CH:10][N:9]=[CH:8]2)=[CH:4][CH:3]=1.[CH2:17]([O:24][C:25]1[CH:30]=[CH:29][C:28](B(O)O)=[CH:27][C:26]=1[F:34])[C:18]1[CH:23]=[CH:22][CH:21]=[CH:20][CH:19]=1.[Li+].[Cl-].C(=O)([O-])[O-].[Na+].[Na+]. (2) Given the product [C:11]1([N:10]([C:17]2[CH:22]=[CH:21][CH:20]=[CH:19][CH:18]=2)[C:9]2[CH:8]=[C:7]([B:26]3[O:29][CH2:30][CH2:28][O:27]3)[CH:25]=[CH:24][CH:23]=2)[CH:12]=[CH:13][CH:14]=[CH:15][CH:16]=1, predict the reactants needed to synthesize it. The reactants are: [Mg].BrCCBr.Br[C:7]1[CH:8]=[C:9]([CH:23]=[CH:24][CH:25]=1)[N:10]([C:17]1[CH:22]=[CH:21][CH:20]=[CH:19][CH:18]=1)[C:11]1[CH:16]=[CH:15][CH:14]=[CH:13][CH:12]=1.[B:26](OC)([O:29][CH3:30])[O:27][CH3:28]. (3) Given the product [CH2:5]([O:17][C:18]1[CH:25]=[CH:24][C:21]([CH2:22][Br:2])=[CH:20][CH:19]=1)[CH2:6][CH2:7][CH2:8][CH2:9][CH2:10][CH2:11][CH2:12][CH2:13][CH2:14][CH2:15][CH3:16], predict the reactants needed to synthesize it. The reactants are: P(Br)(Br)[Br:2].[CH2:5]([O:17][C:18]1[CH:25]=[CH:24][C:21]([CH2:22]O)=[CH:20][CH:19]=1)[CH2:6][CH2:7][CH2:8][CH2:9][CH2:10][CH2:11][CH2:12][CH2:13][CH2:14][CH2:15][CH3:16].O. (4) Given the product [CH3:1][C@@H:2]1[CH2:6][C:5]2[C:7]([CH:13]3[CH2:18][CH2:17][N:16]([CH3:19])[CH2:15][CH2:14]3)=[C:8]([CH3:12])[CH:9]=[C:10]([NH:11][C:32]3[N:31]=[C:30]([NH:34][C:35]4[CH:40]=[CH:39][CH:38]=[CH:37][C:36]=4[S:41]([CH:44]([CH3:46])[CH3:45])(=[O:42])=[O:43])[N:29]=[CH:28][N:33]=3)[C:4]=2[O:3]1, predict the reactants needed to synthesize it. The reactants are: [CH3:1][C@@H:2]1[CH2:6][C:5]2[C:7]([CH:13]3[CH2:18][CH2:17][N:16]([CH3:19])[CH2:15][CH2:14]3)=[C:8]([CH3:12])[CH:9]=[C:10]([NH2:11])[C:4]=2[O:3]1.C(O)(C(F)(F)F)=O.Cl[C:28]1[N:33]=[CH:32][N:31]=[C:30]([NH:34][C:35]2[CH:40]=[CH:39][CH:38]=[CH:37][C:36]=2[S:41]([CH:44]([CH3:46])[CH3:45])(=[O:43])=[O:42])[N:29]=1.